From a dataset of Full USPTO retrosynthesis dataset with 1.9M reactions from patents (1976-2016). Predict the reactants needed to synthesize the given product. (1) Given the product [CH2:20]1[C:21]2[C:17](=[CH:16][C:15]([N:10]3[CH2:11][CH2:12][N:8]([C:3]4[CH:4]=[N:5][CH:6]=[CH:7][C:2]=4[CH3:1])[C:9]3=[O:13])=[CH:23][CH:22]=2)[CH2:18][CH2:19]1, predict the reactants needed to synthesize it. The reactants are: [CH3:1][C:2]1[CH:7]=[CH:6][N:5]=[CH:4][C:3]=1[N:8]1[CH2:12][CH2:11][NH:10][C:9]1=[O:13].Br[C:15]1[CH:16]=[C:17]2[C:21](=[CH:22][CH:23]=1)[CH2:20][CH2:19][CH2:18]2.N[C@@H]1CCCC[C@H]1N.P([O-])([O-])([O-])=O.[K+].[K+].[K+]. (2) The reactants are: [CH2:1]([C@@H:8]1[CH2:12][O:11][C:10](=[O:13])[N:9]1[C:14](=[O:21])[CH2:15][CH2:16][CH2:17][CH:18]([CH3:20])[CH3:19])[C:2]1[CH:7]=[CH:6][CH:5]=[CH:4][CH:3]=1.C[Si]([N-][Si](C)(C)C)(C)C.[Na+].[CH2:32](Br)[CH:33]=[CH2:34]. Given the product [CH2:1]([C@@H:8]1[CH2:12][O:11][C:10](=[O:13])[N:9]1[C:14](=[O:21])[C@@H:15]([CH2:16][CH2:17][CH:18]([CH3:19])[CH3:20])[CH2:34][CH:33]=[CH2:32])[C:2]1[CH:3]=[CH:4][CH:5]=[CH:6][CH:7]=1, predict the reactants needed to synthesize it. (3) Given the product [CH:1]1[C:10]2[C:5](=[CH:6][CH:7]=[C:8]([C:36]3[CH:35]=[C:34]([NH:33][C:31](=[O:32])[C:30]4[CH:50]=[CH:51][C:27]([CH2:26][N:23]5[CH2:22][CH2:21][N:20]([CH3:19])[CH2:25][CH2:24]5)=[C:28]([C:52]([F:53])([F:54])[F:55])[CH:29]=4)[CH:39]=[CH:38][C:37]=3[CH3:40])[CH:9]=2)[CH:4]=[CH:3][N:2]=1, predict the reactants needed to synthesize it. The reactants are: [CH:1]1[C:10]2[C:5](=[CH:6][CH:7]=[C:8](OS(C(F)(F)F)(=O)=O)[CH:9]=2)[CH:4]=[CH:3][N:2]=1.[CH3:19][N:20]1[CH2:25][CH2:24][N:23]([CH2:26][C:27]2[CH:51]=[CH:50][C:30]([C:31]([NH:33][C:34]3[CH:39]=[CH:38][C:37]([CH3:40])=[C:36](B4OC(C)(C)C(C)(C)O4)[CH:35]=3)=[O:32])=[CH:29][C:28]=2[C:52]([F:55])([F:54])[F:53])[CH2:22][CH2:21]1.P([O-])([O-])([O-])=O.[K+].[K+].[K+]. (4) Given the product [CH2:1]([O:3][C:4]([N:6]1[C:15]2[C:10](=[CH:11][C:12]([C:16]([F:17])([F:18])[F:19])=[CH:13][CH:14]=2)[CH:9]([CH:20]([C:22]2[CH:23]=[C:24]([C:32]([F:35])([F:33])[F:34])[CH:25]=[C:26]([C:28]([F:29])([F:30])[F:31])[CH:27]=2)[O:21][CH3:40])[CH2:8][CH:7]1[CH2:36][CH3:37])=[O:5])[CH3:2], predict the reactants needed to synthesize it. The reactants are: [CH2:1]([O:3][C:4]([N:6]1[C:15]2[C:10](=[CH:11][C:12]([C:16]([F:19])([F:18])[F:17])=[CH:13][CH:14]=2)[CH:9]([CH:20]([C:22]2[CH:27]=[C:26]([C:28]([F:31])([F:30])[F:29])[CH:25]=[C:24]([C:32]([F:35])([F:34])[F:33])[CH:23]=2)[OH:21])[CH2:8][CH:7]1[CH2:36][CH3:37])=[O:5])[CH3:2].[OH-].[K+].[CH3:40]I. (5) Given the product [Cl:27][C:11]1[CH:12]=[CH:13][C:14]2[CH2:15][N:16]([CH3:26])[CH2:17][CH:18]([C:20]3[S:21][C:22]([CH3:25])=[CH:23][N:24]=3)[O:19][C:9]=2[N:10]=1, predict the reactants needed to synthesize it. The reactants are: CC([O-])(CC)C.[K+].Cl[C:9]1[C:14]([CH2:15][N:16]([CH3:26])[CH2:17][CH:18]([C:20]2[S:21][C:22]([CH3:25])=[CH:23][N:24]=2)[OH:19])=[CH:13][CH:12]=[C:11]([Cl:27])[N:10]=1.